From a dataset of Forward reaction prediction with 1.9M reactions from USPTO patents (1976-2016). Predict the product of the given reaction. Given the reactants [CH:1]1([C:5]([NH:7][C@H:8]([C:14]2[CH:19]=[CH:18][CH:17]=[C:16](F)[CH:15]=2)[CH2:9][C:10](OC)=[O:11])=[O:6])[CH2:4][CH2:3][CH2:2]1.[H-].C([Al+]CC(C)C)C(C)C.CO.Cl, predict the reaction product. The product is: [O:11]=[CH:10][CH2:9][C@H:8]([NH:7][C:5]([CH:1]1[CH2:4][CH2:3][CH2:2]1)=[O:6])[C:14]1[CH:15]=[CH:16][CH:17]=[CH:18][CH:19]=1.